This data is from Full USPTO retrosynthesis dataset with 1.9M reactions from patents (1976-2016). The task is: Predict the reactants needed to synthesize the given product. (1) Given the product [NH2:2][CH2:1][CH2:3][C:4]1[CH:5]=[CH:6][C:7]([NH:10][C:11]([N:13]2[CH2:22][CH2:21][C:20]3[C:15](=[CH:16][CH:17]=[CH:18][CH:19]=3)[CH2:14]2)=[O:12])=[CH:8][CH:9]=1, predict the reactants needed to synthesize it. The reactants are: [C:1]([CH2:3][C:4]1[CH:9]=[CH:8][C:7]([NH:10][C:11]([N:13]2[CH2:22][CH2:21][C:20]3[C:15](=[CH:16][CH:17]=[CH:18][CH:19]=3)[CH2:14]2)=[O:12])=[CH:6][CH:5]=1)#[N:2].CO. (2) Given the product [CH2:31]([O:30][C@@H:11]1[C@@H:12]([O:22][CH2:23][C:24]2[CH:29]=[CH:28][CH:27]=[CH:26][CH:25]=2)[C@H:13]([O:14][CH2:15][C:16]2[CH:21]=[CH:20][CH:19]=[CH:18][CH:17]=2)[C:8]2([CH:6]([CH2:4][OH:3])[CH2:7]2)[O:9][C@H:10]1[C:38]1[CH:43]=[CH:42][CH:41]=[C:40]([CH2:45][C:46]2[CH:51]=[CH:50][C:49]([O:52][CH2:53][CH3:54])=[CH:48][CH:47]=2)[CH:39]=1)[C:32]1[CH:37]=[CH:36][CH:35]=[CH:34][CH:33]=1, predict the reactants needed to synthesize it. The reactants are: C([O:3][C:4]([CH:6]1[C:8]2([C@@H:13]([O:14][CH2:15][C:16]3[CH:21]=[CH:20][CH:19]=[CH:18][CH:17]=3)[C@H:12]([O:22][CH2:23][C:24]3[CH:29]=[CH:28][CH:27]=[CH:26][CH:25]=3)[C@@H:11]([O:30][CH2:31][C:32]3[CH:37]=[CH:36][CH:35]=[CH:34][CH:33]=3)[C@H:10]([C:38]3[CH:43]=[CH:42][C:41](Cl)=[C:40]([CH2:45][C:46]4[CH:51]=[CH:50][C:49]([O:52][CH2:53][CH3:54])=[CH:48][CH:47]=4)[CH:39]=3)[O:9]2)[CH2:7]1)=O)C.[H-].[Al+3].[Li+].[H-].[H-].[H-].S([O-])([O-])(=O)=O.[Na+].[Na+]. (3) Given the product [Br:1][C:2]1[C:3]([CH3:8])=[N:4][N:5]([C:24]2[CH:29]=[CH:28][CH:27]=[C:26]([O:30][CH3:31])[CH:25]=2)[C:6]=1[CH3:7], predict the reactants needed to synthesize it. The reactants are: [Br:1][C:2]1[C:3]([CH3:8])=[N:4][NH:5][C:6]=1[CH3:7].C([O-])([O-])=O.[K+].[K+].[C@@H]1(N)CCCC[C@H]1N.I[C:24]1[CH:29]=[CH:28][CH:27]=[C:26]([O:30][CH3:31])[CH:25]=1. (4) Given the product [CH2:1]([O:4][C:5](=[O:40])[C@H:6]([CH2:7][C:8]1[CH:9]=[CH:10][C:11]([O:12][C:13](=[O:14])[NH:15][CH2:16][CH2:17][C@H:18]([NH:22][C:23]([O:25][C:26]([CH3:29])([CH3:28])[CH3:27])=[O:24])[C:19]([NH:41][CH2:42][CH2:43][CH2:44][CH2:45][CH2:46][C:47]([NH:49][C@@H:50]([CH2:54][S:55][C:56]([C:69]2[CH:74]=[CH:73][CH:72]=[CH:71][CH:70]=2)([C:57]2[CH:58]=[CH:59][CH:60]=[CH:61][CH:62]=2)[C:63]2[CH:68]=[CH:67][CH:66]=[CH:65][CH:64]=2)[C:51]([NH2:53])=[O:52])=[O:48])=[O:20])=[CH:30][CH:31]=1)[NH:32][C:33]([O:35][C:36]([CH3:39])([CH3:38])[CH3:37])=[O:34])[CH:2]=[CH2:3], predict the reactants needed to synthesize it. The reactants are: [CH2:1]([O:4][C:5](=[O:40])[C@@H:6]([NH:32][C:33]([O:35][C:36]([CH3:39])([CH3:38])[CH3:37])=[O:34])[CH2:7][C:8]1[CH:31]=[CH:30][C:11]([O:12][C:13]([NH:15][CH2:16][CH2:17][C@H:18]([NH:22][C:23]([O:25][C:26]([CH3:29])([CH3:28])[CH3:27])=[O:24])[C:19](O)=[O:20])=[O:14])=[CH:10][CH:9]=1)[CH:2]=[CH2:3].[NH2:41][CH2:42][CH2:43][CH2:44][CH2:45][CH2:46][C:47]([NH:49][C@@H:50]([CH2:54][S:55][C:56]([C:69]1[CH:74]=[CH:73][CH:72]=[CH:71][CH:70]=1)([C:63]1[CH:68]=[CH:67][CH:66]=[CH:65][CH:64]=1)[C:57]1[CH:62]=[CH:61][CH:60]=[CH:59][CH:58]=1)[C:51]([NH2:53])=[O:52])=[O:48].C(N(CC)C(C)C)(C)C.CN(C(ON1N=NC2C=CC=NC1=2)=[N+](C)C)C.F[P-](F)(F)(F)(F)F. (5) Given the product [CH3:8][C:4]1[N:3]=[C:2]([C:1]([OH:9])=[O:15])[CH:7]=[N:6][CH:5]=1, predict the reactants needed to synthesize it. The reactants are: [CH3:1][C:2]1[CH:7]=[N:6][CH:5]=[C:4]([CH3:8])[N:3]=1.[O-:9][Mn](=O)(=O)=O.[K+].[OH2:15]. (6) Given the product [NH2:16][CH2:15][CH2:14][CH:13]([OH:27])[CH2:12][CH2:11][O:10][C:9]([C:34]1[CH:39]=[CH:38][C:37]([O:40][CH3:41])=[CH:36][CH:35]=1)([C:6]1[CH:7]=[CH:8][C:3]([O:2][CH3:1])=[CH:4][CH:5]=1)[C:28]1[CH:29]=[CH:30][CH:31]=[CH:32][CH:33]=1, predict the reactants needed to synthesize it. The reactants are: [CH3:1][O:2][C:3]1[CH:8]=[CH:7][C:6]([C:9]([C:34]2[CH:39]=[CH:38][C:37]([O:40][CH3:41])=[CH:36][CH:35]=2)([C:28]2[CH:33]=[CH:32][CH:31]=[CH:30][CH:29]=2)[O:10][CH2:11][CH2:12][CH:13]([OH:27])[CH2:14][CH2:15][NH:16]C(=O)OCC2C=CC=CC=2)=[CH:5][CH:4]=1. (7) The reactants are: Br[C:2]1[C:7]2[CH:8]=[CH:9][O:10][C:6]=2[C:5]([O:11][CH3:12])=[CH:4][CH:3]=1.[CH3:13][N:14](C=O)C. Given the product [CH3:12][O:11][C:5]1[CH:4]=[CH:3][C:2]([C:13]#[N:14])=[C:7]2[C:6]=1[O:10][CH:9]=[CH:8]2, predict the reactants needed to synthesize it. (8) Given the product [S:11]1[CH:12]=[C:8]([CH2:7][NH:4][CH:1]2[CH2:3][CH2:2]2)[N:9]=[CH:10]1, predict the reactants needed to synthesize it. The reactants are: [CH:1]1([NH2:4])[CH2:3][CH2:2]1.Cl.Cl[CH2:7][C:8]1[N:9]=[CH:10][S:11][CH:12]=1.CCCCC.C(OCC)(=O)C. (9) Given the product [CH2:1]([C:9]1[CH:10]=[CH:11][C:12]([C:13]([O:15][C:16]([CH3:17])([CH3:18])[CH3:19])=[O:14])=[CH:20][CH:21]=1)[CH2:2][C:3]1[CH:4]=[CH:5][CH:6]=[CH:7][CH:8]=1, predict the reactants needed to synthesize it. The reactants are: [CH:1](/[C:9]1[CH:21]=[CH:20][C:12]([C:13]([O:15][C:16]([CH3:19])([CH3:18])[CH3:17])=[O:14])=[CH:11][CH:10]=1)=[CH:2]\[C:3]1[CH:8]=[CH:7][CH:6]=[CH:5][CH:4]=1.